Predict the product of the given reaction. From a dataset of Forward reaction prediction with 1.9M reactions from USPTO patents (1976-2016). (1) Given the reactants [OH:1][C:2]1[CH:10]=[C:9]([OH:11])[CH:8]=[CH:7][C:3]=1[C:4]([OH:6])=[O:5].S(=O)(=O)(O)O.[CH:17](OC)(OC)OC, predict the reaction product. The product is: [CH3:17][O:5][C:4](=[O:6])[C:3]1[CH:7]=[CH:8][C:9]([OH:11])=[CH:10][C:2]=1[OH:1]. (2) Given the reactants [CH2:1]([O:8][CH2:9][CH2:10][CH2:11][C:12]([OH:14])=O)[C:2]1[CH:7]=[CH:6][CH:5]=[CH:4][CH:3]=1.CCN(CC)CC.CN(C(ON1N=NC2C=CC=CC1=2)=[N+](C)C)C.[B-](F)(F)(F)F.C([O-])(=O)C.[O:48]=[C:49]1[C@@H:52]([NH3+:53])[CH2:51][NH:50]1, predict the reaction product. The product is: [CH2:1]([O:8][CH2:9][CH2:10][CH2:11][C:12]([NH:53][C@H:52]1[CH2:51][NH:50][C:49]1=[O:48])=[O:14])[C:2]1[CH:3]=[CH:4][CH:5]=[CH:6][CH:7]=1. (3) Given the reactants [C:1]([C:3]1([C:13]2[N:18]=[CH:17][C:16]([NH:19][C:20]([C:22]3[CH:23]=[N:24][N:25]([C:27]4[CH:32]=[CH:31][C:30]([CH:33]([CH3:35])[CH3:34])=[CH:29][CH:28]=4)[CH:26]=3)=[O:21])=[CH:15][CH:14]=2)[CH2:12][CH2:11][C:6]2(OCC[O:7]2)[CH2:5][CH2:4]1)#[N:2].O.Cl.C(=O)([O-])[O-].[K+].[K+], predict the reaction product. The product is: [C:1]([C:3]1([C:13]2[N:18]=[CH:17][C:16]([NH:19][C:20]([C:22]3[CH:23]=[N:24][N:25]([C:27]4[CH:28]=[CH:29][C:30]([CH:33]([CH3:35])[CH3:34])=[CH:31][CH:32]=4)[CH:26]=3)=[O:21])=[CH:15][CH:14]=2)[CH2:12][CH2:11][C:6](=[O:7])[CH2:5][CH2:4]1)#[N:2]. (4) Given the reactants [F:1][C:2]1[CH:3]=[C:4]([C:8]2[N:13]=[CH:12][C:11]([C:14]([NH:16][C@H:17]3[CH2:22][CH2:21][C@H:20]([C:23]([OH:25])=O)[CH2:19][CH2:18]3)=[O:15])=[CH:10][CH:9]=2)[CH:5]=[CH:6][CH:7]=1.[NH2:26][CH:27]1[CH2:32][CH2:31][N:30](C(OC(C)(C)C)=O)[CH2:29][CH2:28]1, predict the reaction product. The product is: [F:1][C:2]1[CH:3]=[C:4]([C:8]2[CH:9]=[CH:10][C:11]([C:14]([NH:16][C@H:17]3[CH2:22][CH2:21][C@H:20]([C:23](=[O:25])[NH:26][CH:27]4[CH2:32][CH2:31][NH:30][CH2:29][CH2:28]4)[CH2:19][CH2:18]3)=[O:15])=[CH:12][N:13]=2)[CH:5]=[CH:6][CH:7]=1. (5) Given the reactants Br[C:2]1[CH:3]=[C:4]([CH:7]=[O:8])[S:5][CH:6]=1.[C:9]([C:11]1[CH:12]=[C:13](B(O)O)[CH:14]=[CH:15][CH:16]=1)#[N:10], predict the reaction product. The product is: [CH:7]([C:4]1[S:5][CH:6]=[C:2]([C:15]2[CH:16]=[C:11]([CH:12]=[CH:13][CH:14]=2)[C:9]#[N:10])[CH:3]=1)=[O:8]. (6) Given the reactants C([BH3-])#N.[Na+].[C:5]([C:7]1[CH:14]=[CH:13][C:10]([CH:11]=O)=[CH:9][CH:8]=1)#[N:6].[CH:15]1([NH2:21])[CH2:20][CH2:19][CH2:18][CH2:17][CH2:16]1.C(O)(=O)C.[OH-].[Na+], predict the reaction product. The product is: [CH:15]1([NH:21][CH2:11][C:10]2[CH:13]=[CH:14][C:7]([C:5]#[N:6])=[CH:8][CH:9]=2)[CH2:20][CH2:19][CH2:18][CH2:17][CH2:16]1. (7) The product is: [NH2:13][C:12]1[N:23]=[C:15]([C:16]2[CH:21]=[CH:20][CH:19]=[CH:18][CH:17]=2)[N:22]=[C:3]([OH:2])[C:4]=1[CH2:5][C:6]1([CH3:11])[O:7][CH2:8][CH2:9][O:10]1. Given the reactants C[O:2][C:3](=O)[CH:4]([C:12]#[N:13])[CH2:5][C:6]1([CH3:11])[O:10][CH2:9][CH2:8][O:7]1.[C:15]([NH2:23])(=[NH:22])[C:16]1[CH:21]=[CH:20][CH:19]=[CH:18][CH:17]=1.C1CCN2C(=NCCC2)CC1, predict the reaction product. (8) Given the reactants [C:1]1([C:7]([N:13]2[CH2:18][CH2:17][S:16][CH2:15][CH2:14]2)([CH3:12])[C:8]([O:10][CH3:11])=[O:9])[CH:6]=[CH:5][CH:4]=[CH:3][CH:2]=1.[N:19]12[CH2:26]C[CH:22]([CH2:23][CH2:24]1)[C@@H:21](O)[CH2:20]2, predict the reaction product. The product is: [C:1]1([C:7]([N:13]2[CH2:14][CH2:15][S:16][CH2:17][CH2:18]2)([CH3:12])[C:8]([O:10][C@@H:11]2[CH:22]3[CH2:23][CH2:24][N:19]([CH2:20][CH2:21]3)[CH2:26]2)=[O:9])[CH:6]=[CH:5][CH:4]=[CH:3][CH:2]=1. (9) Given the reactants [C:1](Cl)(=[O:6])[C:2]([CH3:5])([CH3:4])[CH3:3].C([O:15][CH2:16][CH2:17][C:18]1[O:23][C:22](=[O:24])[C:21]([C:25]2[C:30]([CH3:31])=[CH:29][C:28]([CH3:32])=[CH:27][C:26]=2[CH3:33])=[C:20](O)[CH:19]=1)C1C=CC=CC=1.[OH2:35], predict the reaction product. The product is: [C:1]([O:6][C:20]1[CH:19]=[C:18]([CH2:17][CH2:16][OH:15])[O:23][C:22](=[O:24])[C:21]=1[C:25]1[C:26]([CH3:33])=[CH:27][C:28]([CH3:32])=[CH:29][C:30]=1[CH3:31])(=[O:35])[C:2]([CH3:5])([CH3:4])[CH3:3].